Dataset: TCR-epitope binding with 47,182 pairs between 192 epitopes and 23,139 TCRs. Task: Binary Classification. Given a T-cell receptor sequence (or CDR3 region) and an epitope sequence, predict whether binding occurs between them. (1) The epitope is RILGAGCFV. The TCR CDR3 sequence is CSVEATWAGEQYF. Result: 0 (the TCR does not bind to the epitope). (2) The epitope is RLDKVEAEV. The TCR CDR3 sequence is CASSPRDRGDTGELFF. Result: 0 (the TCR does not bind to the epitope). (3) The epitope is RQLLFVVEV. The TCR CDR3 sequence is CASSQYEGTAAYNEQFF. Result: 1 (the TCR binds to the epitope). (4) The epitope is FLNGSCGSV. The TCR CDR3 sequence is CASRSTPTDIQYF. Result: 0 (the TCR does not bind to the epitope). (5) The epitope is ELAGIGILTV. The TCR CDR3 sequence is CASTRAGTGVNEQFF. Result: 1 (the TCR binds to the epitope). (6) The TCR CDR3 sequence is CSASSRGRVDEQFF. The epitope is ISPRTLNAW. Result: 0 (the TCR does not bind to the epitope). (7) The epitope is LPPIVAKEI. The TCR CDR3 sequence is CASSYSPGNEQFF. Result: 0 (the TCR does not bind to the epitope). (8) The epitope is YLDAYNMMI. The TCR CDR3 sequence is CASSLSGRAEETQYF. Result: 1 (the TCR binds to the epitope). (9) The epitope is SFHSLHLLF. The TCR CDR3 sequence is CASSQDSNAYNEQFF. Result: 1 (the TCR binds to the epitope). (10) The epitope is LPPIVAKEI. The TCR CDR3 sequence is CASRASTDTQYF. Result: 0 (the TCR does not bind to the epitope).